This data is from Forward reaction prediction with 1.9M reactions from USPTO patents (1976-2016). The task is: Predict the product of the given reaction. (1) Given the reactants [Cl:1][C:2]1[CH:7]=[CH:6][CH:5]=[C:4]([Cl:8])[C:3]=1[CH2:9][S:10]([C:13]1[CH:14]=[C:15]2[C:19](=[CH:20][CH:21]=1)[NH:18][C:17](=[O:22])/[C:16]/2=[CH:23]\[C:24]1[NH:28][C:27]([CH3:29])=[C:26]([C:30](O)=[O:31])[C:25]=1[CH3:33])(=[O:12])=[O:11].[F:34][CH:35]1[CH2:40][CH2:39][CH2:38][N:37]([CH2:41][CH2:42][NH2:43])[CH2:36]1, predict the reaction product. The product is: [F:34][CH:35]1[CH2:40][CH2:39][CH2:38][N:37]([CH2:41][CH2:42][NH:43][C:30]([C:26]2[C:25]([CH3:33])=[C:24](/[CH:23]=[C:16]3\[C:17](=[O:22])[NH:18][C:19]4[C:15]\3=[CH:14][C:13]([S:10]([CH2:9][C:3]3[C:2]([Cl:1])=[CH:7][CH:6]=[CH:5][C:4]=3[Cl:8])(=[O:11])=[O:12])=[CH:21][CH:20]=4)[NH:28][C:27]=2[CH3:29])=[O:31])[CH2:36]1. (2) The product is: [CH3:1][C:2]1[N:3]=[CH:4][N:5]([CH2:7][CH2:8][CH2:9][NH2:10])[CH:6]=1. Given the reactants [CH3:1][C:2]1[N:3]=[CH:4][N:5]([CH2:7][CH2:8][CH2:9][N:10]2C(=O)C3C(=CC=CC=3)C2=O)[CH:6]=1.CC1N(CCCN2C(=O)C3C(=CC=CC=3)C2=O)C=NC=1, predict the reaction product. (3) Given the reactants [CH3:1][N:2]1[C:10]2[C:5](=[CH:6][C:7]([N+:11]([O-])=O)=[CH:8][CH:9]=2)[CH2:4][CH2:3]1.[N+]([C:17]1[CH:18]=[C:19]2[C:23](=[CH:24][CH:25]=1)N[CH2:21][CH2:20]2)([O-])=O.IC.[OH-].[Na+].CN([CH:33]=[O:34])C, predict the reaction product. The product is: [C:5]([C:25]1[CH:24]=[CH:23][C:19](/[CH:20]=[CH:21]/[C:33]([NH:11][C:7]2[CH:6]=[C:5]3[C:10](=[CH:9][CH:8]=2)[N:2]([CH3:1])[CH2:3][CH2:4]3)=[O:34])=[CH:18][CH:17]=1)([CH3:10])([CH3:6])[CH3:4]. (4) Given the reactants C[O:2][C:3]([C:5]1[C:9]([C:10]2[CH:15]=[CH:14][CH:13]=[CH:12][CH:11]=2)=[C:8]([C:16]2[CH:21]=[CH:20][CH:19]=[CH:18][CH:17]=2)[N:7]([CH2:22][CH2:23][CH2:24][O:25][CH3:26])[CH:6]=1)=[O:4].[OH-].[Li+], predict the reaction product. The product is: [CH3:26][O:25][CH2:24][CH2:23][CH2:22][N:7]1[C:8]([C:16]2[CH:21]=[CH:20][CH:19]=[CH:18][CH:17]=2)=[C:9]([C:10]2[CH:15]=[CH:14][CH:13]=[CH:12][CH:11]=2)[C:5]([C:3]([OH:4])=[O:2])=[CH:6]1. (5) Given the reactants [F:1][C:2]1[CH:7]=[CH:6][C:5]([C:8]2[C:20]([CH:21]([OH:24])[C:22]#[CH:23])=[C:11]3[CH:12]=[CH:13][C:14]([C:16]([F:19])([F:18])[F:17])=[CH:15][N:10]3[N:9]=2)=[CH:4][CH:3]=1, predict the reaction product. The product is: [F:1][C:2]1[CH:3]=[CH:4][C:5]([C:8]2[C:20]([C:21](=[O:24])[C:22]#[CH:23])=[C:11]3[CH:12]=[CH:13][C:14]([C:16]([F:19])([F:18])[F:17])=[CH:15][N:10]3[N:9]=2)=[CH:6][CH:7]=1.